Dataset: Drug-target binding data from BindingDB patent sources. Task: Regression. Given a target protein amino acid sequence and a drug SMILES string, predict the binding affinity score between them. We predict pAffinity (pAffinity = -log10(affinity in M)). Dataset: bindingdb_patent. (1) The small molecule is C[C@@H](Oc1cc(sc1C(N)=O)-n1cnc2ccc(CN3CCN(C)CC3)cc12)c1ccccc1C(F)(F)F. The target protein (Q58F21) has sequence MSLPSRQTAIIVNPPPPEYINTKKNGRLTNQLQYLQKVVLKDLWKHSFSWPFQRPVDAVKLQLPDYYTIIKNPMDLNTIKKRLENKYYAKASECIEDFNTMFSNCYLYNKPGDDIVLMAQALEKLFMQKLSQMPQEEQVVGVKERIKKGTQQNIAVSSAKEKSSPSATEKVFKQQEIPSVFPKTSISPLNVVQGASVNSSSQTAAQVTKGVKRKADTTTPATSAVKASSEFSPTFTEKSVALPPIKENMPKNVLPDSQQQYNVVKTVKVTEQLRHCSEILKEMLAKKHFSYAWPFYNPVDVNALGLHNYYDVVKNPMDLGTIKEKMDNQEYKDAYKFAADVRLMFMNCYKYNPPDHEVVTMARMLQDVFETHFSKIPIEPVESMPLCYIKTDITETTGRENTNEASSEGNSSDDSEDERVKRLAKLQEQLKAVHQQLQVLSQVPFRKLNKKKEKSKKEKKKEKVNNSNENPRKMCEQMRLKEKSKRNQPKKRKQQFIGLK.... The pAffinity is 4.3. (2) The compound is COCCn1c(C)c(CN2CCC(CC2)N2Cc3ccccc3NC2=O)nc1-c1ccc(cc1)C(F)(F)F. The target protein (P25774) has sequence MKRLVCVLLVCSSAVAQLHKDPTLDHHWHLWKKTYGKQYKEKNEEAVRRLIWEKNLKFVMLHNLEHSMGMHSYDLGMNHLGDMTSEEVMSLMSSLRVPSQWQRNITYKSNPNRILPDSVDWREKGCVTEVKYQGSCGACWAFSAVGALEAQLKLKTGKLVSLSAQNLVDCSTEKYGNKGCNGGFMTTAFQYIIDNKGIDSDASYPYKAMDQKCQYDSKYRAATCSKYTELPYGREDVLKEAVANKGPVSVGVDARHPSFFLYRSGVYYEPSCTQNVNHGVLVVGYGDLNGKEYWLVKNSWGHNFGEEGYIRMARNKGNHCGIASFPSYPEI. The pAffinity is 6.5. (3) The small molecule is CCCSc1nc2CCSc2c(=O)n1-c1ccccc1. The target protein (O60658) has sequence MGCAPSIHISERLVAEDAPSPAAPPLSSGGPRLPQGQKTAALPRTRGAGLLESELRDGSGKKVAVADVQFGPMRFHQDQLQVLLVFTKEDNQCNGFCRACEKAGFKCTVTKEAQAVLACFLDKHHDIIIIDHRNPRQLDAEALCRSIRSSKLSENTVIVGVVRRVDREELSVMPFISAGFTRRYVENPNIMACYNELLQLEFGEVRSQLKLRACNSVFTALENSEDAIEITSEDRFIQYANPAFETTMGYQSGELIGKELGEVPINEKKADLLDTINSCIRIGKEWQGIYYAKKKNGDNIQQNVKIIPVIGQGGKIRHYVSIIRVCNGNNKAEKISECVQSDTHTDNQTGKHKDRRKGSLDVKAVASRATEVSSQRRHSSMARIHSMTIEAPITKVINIINAAQESSPMPVTEALDRVLEILRTTELYSPQFGAKDDDPHANDLVGGLMSDGLRRLSGNEYVLSTKNTQMVSSNIITPISLDDVPPRIARAMENEEYWDF.... The pAffinity is 4.0. (4) The compound is CCOc1ccc(CC(=O)N[C@@H](Cc2coc3ccccc23)B(O)O)nc1. The target protein (P28062) has sequence MALLDVCGAPRGQRPESALPVAGSGRRSDPGHYSFSMRSPELALPRGMQPTEFFQSLGGDGERNVQIEMAHGTTTLAFKFQHGVIAAVDSRASAGSYISALRVNKVIEINPYLLGTMSGCAADCQYWERLLAKECRLYYLRNGERISVSAASKLLSNMMCQYRGMGLSMGSMICGWDKKGPGLYYVDEHGTRLSGNMFSTGSGNTYAYGVMDSGYRPNLSPEEAYDLGRRAIAYATHRDSYSGGVVNMYHMKEDGWVKVESTDVSDLLHQYREANQ. The pAffinity is 7.3.